From a dataset of Full USPTO retrosynthesis dataset with 1.9M reactions from patents (1976-2016). Predict the reactants needed to synthesize the given product. Given the product [NH2:11][C:10]1[C:12]([F:16])=[CH:13][CH:14]=[CH:15][C:9]=1[OH:8], predict the reactants needed to synthesize it. The reactants are: C([O:8][C:9]1[CH:15]=[CH:14][CH:13]=[C:12]([F:16])[C:10]=1[NH2:11])C1C=CC=CC=1.